The task is: Regression/Classification. Given a drug SMILES string, predict its absorption, distribution, metabolism, or excretion properties. Task type varies by dataset: regression for continuous measurements (e.g., permeability, clearance, half-life) or binary classification for categorical outcomes (e.g., BBB penetration, CYP inhibition). Dataset: cyp3a4_veith.. This data is from CYP3A4 inhibition data for predicting drug metabolism from PubChem BioAssay. (1) The drug is COc1ccc(-n2c(=O)c(-c3ccc(Cl)cc3)nc3cncnc32)cc1. The result is 1 (inhibitor). (2) The molecule is CN(C)C(=O)c1ccc(-c2nc(NC3CCNCC3)c3ccccc3n2)cc1. The result is 0 (non-inhibitor). (3) The compound is Cc1ccc(CSc2nnc3c(n2)OC2(Nc4ccccc4-3)C(=O)Nc3ccc(F)cc32)cc1. The result is 0 (non-inhibitor). (4) The compound is NC[C@H]1O[C@H](n2cnc3c(N)ncnc32)C[C@@H]1O. The result is 0 (non-inhibitor). (5) The drug is COC(=O)C(C)Sc1ccc2nnc(-c3ccc(F)cc3)n2n1. The result is 0 (non-inhibitor). (6) The molecule is NC[C@@H]1O[C@@H](O[C@H]2[C@H](O)[C@H](O[C@@H]3O[C@H](CO)[C@@H](O)[C@H](N)[C@@H]3O)[C@@H](N)C[C@H]2N)[C@H](N)C[C@@H]1O. The result is 0 (non-inhibitor). (7) The drug is CN(C)CCCN1c2ccccc2C(C)(C)c2ccccc21. The result is 0 (non-inhibitor).